Dataset: Catalyst prediction with 721,799 reactions and 888 catalyst types from USPTO. Task: Predict which catalyst facilitates the given reaction. (1) Reactant: [OH:1][C:2]1[CH:3]=[CH:4][C:5]([NH:12][S:13]([C:16]2[CH:21]=[CH:20][C:19]([CH3:22])=[CH:18][CH:17]=2)(=[O:15])=[O:14])=[C:6]([CH:11]=1)[C:7]([O:9][CH3:10])=[O:8].F[C:24]1[CH:25]=[CH:26][C:27]([N+:31]([O-:33])=[O:32])=[C:28]([CH3:30])[CH:29]=1.C(=O)([O-])[O-].[K+].[K+]. Product: [CH3:10][O:9][C:7](=[O:8])[C:6]1[CH:11]=[C:2]([O:1][C:24]2[CH:25]=[CH:26][C:27]([N+:31]([O-:33])=[O:32])=[C:28]([CH3:30])[CH:29]=2)[CH:3]=[CH:4][C:5]=1[NH:12][S:13]([C:16]1[CH:21]=[CH:20][C:19]([CH3:22])=[CH:18][CH:17]=1)(=[O:15])=[O:14]. The catalyst class is: 58. (2) Reactant: [CH3:1][C:2]1[CH2:7][CH2:6][CH2:5][C:4]([CH3:9])([CH3:8])[C:3]=1[CH2:10][OH:11].[CH2:12]([O:14][C:15]1[CH:16]=[C:17](O)[CH:18]=[CH:19][CH:20]=1)[CH3:13].C1(P(C2C=CC=CC=2)C2C=CC=CC=2)C=CC=CC=1.N(C(OCC)=O)=NC(OCC)=O. Product: [CH2:12]([O:14][C:15]1[CH:16]=[CH:17][CH:18]=[C:19]([O:11][CH2:10][C:3]2[C:4]([CH3:8])([CH3:9])[CH2:5][CH2:6][CH2:7][C:2]=2[CH3:1])[CH:20]=1)[CH3:13]. The catalyst class is: 11. (3) The catalyst class is: 24. Reactant: C[O:2][C:3]([C:5]1[C:14]2[C:9](=[CH:10][CH:11]=[CH:12][CH:13]=2)[CH:8]=[CH:7][CH:6]=1)=[O:4].[OH-].[Li+]. Product: [C:5]1([C:3]([OH:4])=[O:2])[C:14]2[C:9](=[CH:10][CH:11]=[CH:12][CH:13]=2)[CH:8]=[CH:7][CH:6]=1. (4) Reactant: Cl[CH2:2][C:3]([NH:5][C:6]1[CH:7]=[C:8]2[C:13](=[CH:14][CH:15]=1)[CH:12]=[N:11][CH:10]=[CH:9]2)=[O:4].[NH:16]1[CH2:21][CH2:20][O:19][CH2:18][CH2:17]1. Product: [NH3:5].[CH:12]1[C:13]2[C:8](=[CH:7][C:6]([NH:5][C:3](=[O:4])[CH2:2][N:16]3[CH2:21][CH2:20][O:19][CH2:18][CH2:17]3)=[CH:15][CH:14]=2)[CH:9]=[CH:10][N:11]=1. The catalyst class is: 5.